This data is from Catalyst prediction with 721,799 reactions and 888 catalyst types from USPTO. The task is: Predict which catalyst facilitates the given reaction. (1) Reactant: CO[CH2:3][N:4]([CH2:10][C:11]1[CH:16]=[CH:15][CH:14]=[CH:13][CH:12]=1)[CH2:5][Si](C)(C)C.[F:17][C:18]1[CH:23]=[CH:22][C:21](/[CH:24]=[CH:25]/[N+:26]([O-:28])=[O:27])=[CH:20][CH:19]=1.FC(F)(F)C(O)=O. Product: [CH2:10]([N:4]1[CH2:5][CH:25]([N+:26]([O-:28])=[O:27])[CH:24]([C:21]2[CH:22]=[CH:23][C:18]([F:17])=[CH:19][CH:20]=2)[CH2:3]1)[C:11]1[CH:16]=[CH:15][CH:14]=[CH:13][CH:12]=1. The catalyst class is: 2. (2) Reactant: [CH3:1][N:2]([CH3:29])[CH2:3][CH2:4][NH:5][C:6]1[N:11]=[CH:10][C:9]([C:12]2[NH:20][C:19]3[C:18](=[O:21])[N:17]([CH2:22][CH2:23][CH3:24])[C:16](=[O:25])[N:15]([CH2:26][CH2:27][CH3:28])[C:14]=3[CH:13]=2)=[CH:8][CH:7]=1.[F:30][C:31]1[CH:36]=[CH:35][C:34]([N:37]=[C:38]=[O:39])=[CH:33][CH:32]=1. Product: [CH3:29][N:2]([CH3:1])[CH2:3][CH2:4][N:5]([C:6]1[CH:7]=[CH:8][C:9]([C:12]2[NH:20][C:19]3[C:18](=[O:21])[N:17]([CH2:22][CH2:23][CH3:24])[C:16](=[O:25])[N:15]([CH2:26][CH2:27][CH3:28])[C:14]=3[CH:13]=2)=[CH:10][N:11]=1)[C:38]([NH:37][C:34]1[CH:35]=[CH:36][C:31]([F:30])=[CH:32][CH:33]=1)=[O:39]. The catalyst class is: 1. (3) Reactant: [Br:1][C:2]1[C:6]([C:7]#[N:8])=[C:5]([CH3:9])[NH:4][C:3]=1[C:10]([O:12]CC)=[O:11].C1COCC1.O.[OH-].[Li+]. Product: [Br:1][C:2]1[C:6]([C:7]#[N:8])=[C:5]([CH3:9])[NH:4][C:3]=1[C:10]([OH:12])=[O:11]. The catalyst class is: 5. (4) Reactant: C(OC([CH:8]1[C:17](=[O:18])[C:16]2[C:12](=[C:13]([C:26]3[CH:31]=[CH:30][C:29]([Cl:32])=[CH:28][CH:27]=3)[N:14]([C:19]3[CH:24]=[CH:23][CH:22]=[CH:21][C:20]=3[Cl:25])[N:15]=2)[O:11][CH2:10][CH2:9]1)=O)(C)(C)C. Product: [Cl:32][C:29]1[CH:30]=[CH:31][C:26]([C:13]2[N:14]([C:19]3[CH:24]=[CH:23][CH:22]=[CH:21][C:20]=3[Cl:25])[N:15]=[C:16]3[C:12]=2[O:11][CH2:10][CH2:9][CH2:8][C:17]3=[O:18])=[CH:27][CH:28]=1. The catalyst class is: 557. (5) Reactant: [CH3:1][O:2][CH2:3][CH2:4][O:5][C:6]1[CH:7]=[C:8]2[C:20]([NH:21][C:22]3[CH:23]=[CH:24][CH:25]=[C:26]([C:28]#[CH:29])[CH:27]=3)=[N:19][CH:18]=[N:17][C:9]2=[CH:10][C:11]=1[O:12][CH2:13][CH2:14][O:15][CH3:16].Cl.O.C(Cl)(Cl)Cl.[OH-].[Na+]. Product: [CH3:1][O:2][CH2:3][CH2:4][O:5][C:6]1[CH:7]=[C:8]2[C:20]([NH:21][C:22]3[CH:23]=[CH:24][CH:25]=[C:26]([C:28]#[CH:29])[CH:27]=3)=[N:19][CH:18]=[N:17][C:9]2=[CH:10][C:11]=1[O:12][CH2:13][CH2:14][O:15][CH3:16]. The catalyst class is: 5. (6) Reactant: ClC(OCC(C)C)=O.[C:9]([O:13][C:14]([NH:16][C@H:17]([CH:21]1[CH2:23][CH2:22]1)[C:18]([OH:20])=O)=[O:15])([CH3:12])([CH3:11])[CH3:10].CCN(CC)CC.Cl.[CH3:32][O:33][C:34](=[O:37])[CH2:35][NH2:36]. Product: [C:9]([O:13][C:14]([NH:16][C@H:17]([CH:21]1[CH2:23][CH2:22]1)[C:18]([NH:36][CH2:35][C:34]([O:33][CH3:32])=[O:37])=[O:20])=[O:15])([CH3:10])([CH3:11])[CH3:12]. The catalyst class is: 2. (7) Reactant: [CH2:1]([OH:17])[CH2:2][CH2:3]CCCCCCCCCCCCC.[O:18]=C=NC1CC(C)(C)CC(C)(CN=C=O)C1.C(C(CO)(CO)CC)O.C1C=C(C[N:50]=[C:51]=[O:52])C=C(CN=C=O)C=1.C([O-])(=O)CCCCCCCCCCC.C([Sn+2]CCCC)CCC.C([O-])(=O)CCCCCCCCCCC.COC1C=CC(O)=CC=1. Product: [C:1]([OH:17])(=[O:18])[CH:2]=[CH2:3].[NH2:50][C:51]([O:17][CH2:1][CH3:2])=[O:52]. The catalyst class is: 11. (8) Reactant: [OH:1][C:2]1[CH:3]=[C:4]2[C:13](=[CH:14][CH:15]=1)[CH:12]([C:16]([OH:18])=[O:17])[CH:11]([C:19]1[CH:24]=[CH:23][C:22]([OH:25])=[CH:21][CH:20]=1)[CH:10]1[CH:5]2[CH2:6][CH2:7][CH2:8][CH2:9]1.[C:26](Cl)(C)=O.CO.C(OCC)(=O)C. Product: [CH3:26][O:17][C:16]([CH:12]1[CH:11]([C:19]2[CH:24]=[CH:23][C:22]([OH:25])=[CH:21][CH:20]=2)[CH:10]2[CH:5]([CH2:6][CH2:7][CH2:8][CH2:9]2)[C:4]2[C:13]1=[CH:14][CH:15]=[C:2]([OH:1])[CH:3]=2)=[O:18]. The catalyst class is: 6.